The task is: Regression. Given a peptide amino acid sequence and an MHC pseudo amino acid sequence, predict their binding affinity value. This is MHC class II binding data.. This data is from Peptide-MHC class II binding affinity with 134,281 pairs from IEDB. The peptide sequence is AAATAGTTVYGAFLA. The MHC is HLA-DPA10103-DPB10601 with pseudo-sequence HLA-DPA10103-DPB10601. The binding affinity (normalized) is 0.227.